From a dataset of Forward reaction prediction with 1.9M reactions from USPTO patents (1976-2016). Predict the product of the given reaction. The product is: [C:25]1([C:28]2[CH:29]=[CH:30][CH:31]=[CH:32][CH:33]=2)[CH:26]=[CH:27][C:22]([O:21][C:20]2[CH:19]=[N:18][CH:17]=[C:16]3[S:34][C:13]([CH:11]=[O:12])=[CH:14][C:15]=23)=[CH:23][CH:24]=1. Given the reactants [H-].[Al+3].[Li+].[H-].[H-].[H-].COCN[C:11]([C:13]1[S:34][C:16]2=[CH:17][N:18]=[CH:19][C:20]([O:21][C:22]3[CH:27]=[CH:26][C:25]([C:28]4[CH:33]=[CH:32][CH:31]=[CH:30][CH:29]=4)=[CH:24][CH:23]=3)=[C:15]2[CH:14]=1)=[O:12].C(=O)([O-])[O-].[K+].[K+], predict the reaction product.